Task: Predict the product of the given reaction.. Dataset: Forward reaction prediction with 1.9M reactions from USPTO patents (1976-2016) (1) Given the reactants C[O:2]/[CH:3]=[C:4]1\[CH2:5][CH2:6][CH2:7][C:8]2[S:9][CH:10]=[CH:11][C:12]\1=2.CO/C=C1/CCCC2SC=CC/1=2.O.S(=O)(=O)(O)O, predict the reaction product. The product is: [S:9]1[CH:10]=[CH:11][C:12]2[CH:4]([CH:3]=[O:2])[CH2:5][CH2:6][CH2:7][C:8]1=2. (2) Given the reactants [CH3:1][C@H:2]1[C@@:11]2([CH3:27])[C@H:12]([O:22][C:23]([CH2:25][OH:26])=[O:24])[CH2:13][C@:14]([CH:20]=[CH2:21])([CH3:19])[C@@H:15]([OH:18])[C@H:16]([CH3:17])[C@:5]3([C@@H:10]2[C:8](=[O:9])[CH2:7][CH2:6]3)[CH2:4][CH2:3]1.C(N(CC)CC)C.[CH3:35][S:36](Cl)(=[O:38])=[O:37], predict the reaction product. The product is: [CH3:1][C@H:2]1[C@@:11]2([CH3:27])[C@H:12]([O:22][C:23]([CH2:25][OH:26])=[O:24])[CH2:13][C@:14]([CH:20]=[CH2:21])([CH3:19])[C@@H:15]([OH:18])[C@H:16]([CH3:17])[C@:5]3([C@@H:10]2[C:8](=[O:9])[CH2:7][CH2:6]3)[CH2:4][CH2:3]1.[S:36]([O-:38])(=[O:9])(=[O:37])[CH3:35]. (3) Given the reactants [C:1]([C:3]1[CH:8]=[CH:7][N:6]=[CH:5][CH:4]=1)#[N:2].[CH2:9]([Mg]Br)[CH3:10].B.O1CCCC1.[OH-].[Na+], predict the reaction product. The product is: [N:6]1[CH:7]=[CH:8][C:3]([C:1]2([NH2:2])[CH2:10][CH2:9]2)=[CH:4][CH:5]=1. (4) Given the reactants Cl.[Cl:2][C:3]1[CH:4]=[CH:5][C:6]([S:11]([CH2:14][CH3:15])(=[O:13])=[O:12])=[C:7]([CH:10]=1)[CH2:8][NH2:9].[NH2:16][C:17]1[CH:25]=[CH:24][C:20]([C:21](O)=[O:22])=[CH:19][C:18]=1[C:26]([F:29])([F:28])[F:27], predict the reaction product. The product is: [NH2:16][C:17]1[CH:25]=[CH:24][C:20]([C:21]([NH:9][CH2:8][C:7]2[CH:10]=[C:3]([Cl:2])[CH:4]=[CH:5][C:6]=2[S:11]([CH2:14][CH3:15])(=[O:13])=[O:12])=[O:22])=[CH:19][C:18]=1[C:26]([F:27])([F:28])[F:29].